Predict the reaction yield, written as a fraction of the theoretical maximum amount of product (1.0 means a 100% yield; for example, 0.34 means a 34% yield). From a dataset of Reaction yield outcomes from USPTO patents with 853,638 reactions. (1) The reactants are [F:1][C:2]1[N:7]=[CH:6][C:5]([C:8]2([C:15]#[N:16])[CH2:13][CH2:12][C:11](=O)[CH2:10][CH2:9]2)=[CH:4][CH:3]=1.[FH:17].[FH:18].F.C(N(CC)CC)C. The catalyst is C(Cl)Cl. The product is [F:17][C:11]1([F:18])[CH2:12][CH2:13][C:8]([C:5]2[CH:6]=[N:7][C:2]([F:1])=[CH:3][CH:4]=2)([C:15]#[N:16])[CH2:9][CH2:10]1. The yield is 0.640. (2) The reactants are [Cl:1][C:2]1[CH:7]=[CH:6][N:5]=[C:4]([NH2:8])[C:3]=1[I:9].[N+:10]([O-])([O-:12])=[O:11].[K+].[OH-].[NH4+]. The catalyst is OS(O)(=O)=O. The product is [Cl:1][C:2]1[C:7]([N+:10]([O-:12])=[O:11])=[CH:6][N:5]=[C:4]([NH2:8])[C:3]=1[I:9]. The yield is 0.290. (3) The reactants are [CH2:1]([O:8][C:9]1[C:18]([C:19]([OH:21])=O)=[C:17]2[C:12]([C:13](=[O:33])[C:14]([CH3:32])=[C:15]([CH:22]3[CH2:27][CH2:26][N:25]([C:28](=[O:31])[CH2:29][CH3:30])[CH2:24][CH2:23]3)[O:16]2)=[CH:11][CH:10]=1)[C:2]1[CH:7]=[CH:6][CH:5]=[CH:4][CH:3]=1.S(Cl)(Cl)=O.C(N(CC)CC)C.[NH2:45][CH2:46][CH2:47][OH:48]. The catalyst is ClCCl.O.CN(C)C=O. The product is [CH2:1]([O:8][C:9]1[C:18]([C:19]([NH:45][CH2:46][CH2:47][OH:48])=[O:21])=[C:17]2[C:12]([C:13](=[O:33])[C:14]([CH3:32])=[C:15]([CH:22]3[CH2:27][CH2:26][N:25]([C:28](=[O:31])[CH2:29][CH3:30])[CH2:24][CH2:23]3)[O:16]2)=[CH:11][CH:10]=1)[C:2]1[CH:7]=[CH:6][CH:5]=[CH:4][CH:3]=1. The yield is 0.660. (4) The reactants are [CH3:1][O:2][C:3]([C:5]1[NH:9][C:8]2[CH:10]=[CH:11][CH:12]=[CH:13][C:7]=2[N:6]=1)=[O:4].[H-].[Na+].I[CH3:17]. The catalyst is CN(C=O)C.[Cl-].[Na+].O. The product is [CH3:1][O:2][C:3]([C:5]1[N:6]([CH3:17])[C:7]2[CH:13]=[CH:12][CH:11]=[CH:10][C:8]=2[N:9]=1)=[O:4]. The yield is 0.900. (5) The reactants are [NH2:1][C@:2]([CH3:12])([CH2:5][CH2:6][C:7]1[O:8][CH:9]=[CH:10][CH:11]=1)[CH2:3][OH:4].[C:13](OC(OC(C)(C)C)=O)(OC(C)(C)C)=[O:14].C(N(CC)CC)C.O. The catalyst is ClCCl.CN(C)C1C=CN=CC=1. The product is [CH3:12][C@@:2]1([CH2:5][CH2:6][C:7]2[O:8][CH:9]=[CH:10][CH:11]=2)[CH2:3][O:4][C:13](=[O:14])[NH:1]1. The yield is 0.580. (6) The reactants are [CH2:1]([O:3][C:4]([C:6]1[C:10]2[CH2:11][NH:12][CH2:13][CH2:14][C:9]=2[N:8]([C:15]2[CH:20]=[CH:19][CH:18]=[C:17]([Br:21])[CH:16]=2)[N:7]=1)=[O:5])[CH3:2].FC(F)(F)C(O)=O.[CH3:29][S:30](Cl)=[O:31].C(N(CC)CC)C. The catalyst is ClCCl. The product is [Br:21][C:17]1[CH:16]=[C:15]([N:8]2[C:9]3[CH2:14][CH2:13][N:12]([S:30]([CH3:29])=[O:31])[CH2:11][C:10]=3[C:6]([C:4]([O:3][CH2:1][CH3:2])=[O:5])=[N:7]2)[CH:20]=[CH:19][CH:18]=1. The yield is 0.340.